Task: Predict the product of the given reaction.. Dataset: Forward reaction prediction with 1.9M reactions from USPTO patents (1976-2016) (1) Given the reactants [C:1]([O:5][C:6]([NH:8][CH2:9][C@@H:10]([CH2:14][C:15]1[CH:20]=[C:19]([Cl:21])[CH:18]=[CH:17][C:16]=1[O:22][CH3:23])[C:11](O)=[O:12])=[O:7])([CH3:4])([CH3:3])[CH3:2].C(N1C=CN=C1)([N:26]1C=CN=C1)=O.O.N, predict the reaction product. The product is: [NH2:26][C:11](=[O:12])[C@H:10]([CH2:14][C:15]1[CH:20]=[C:19]([Cl:21])[CH:18]=[CH:17][C:16]=1[O:22][CH3:23])[CH2:9][NH:8][C:6](=[O:7])[O:5][C:1]([CH3:4])([CH3:3])[CH3:2]. (2) Given the reactants [CH3:1][N:2]([CH3:8])[C@H:3]1[CH2:7][CH2:6][NH:5][CH2:4]1.C(N(CC)CC)C.F[C:17]1[C:18]([C:37]2[CH:42]=[CH:41][CH:40]=[CH:39][CH:38]=2)=[C:19]([CH3:36])[C:20]([C:34]#[N:35])=[C:21]2[C:25]=1[O:24][C:23]([N:26]1[CH2:31][CH2:30][N:29]([CH3:32])[C:28](=[O:33])[CH2:27]1)=[N:22]2, predict the reaction product. The product is: [CH3:1][N:2]([CH3:8])[C@H:3]1[CH2:7][CH2:6][N:5]([C:17]2[C:18]([C:37]3[CH:42]=[CH:41][CH:40]=[CH:39][CH:38]=3)=[C:19]([CH3:36])[C:20]([C:34]#[N:35])=[C:21]3[C:25]=2[O:24][C:23]([N:26]2[CH2:31][CH2:30][N:29]([CH3:32])[C:28](=[O:33])[CH2:27]2)=[N:22]3)[CH2:4]1. (3) Given the reactants C[O:2][C:3](=[O:28])[CH2:4][C:5]1[C:9]2[C:10]([Cl:27])=[CH:11][C:12]([O:15][CH2:16][C:17]3[N:21]([CH3:22])[N:20]=[C:19]([C:23]([F:26])([F:25])[F:24])[CH:18]=3)=[C:13]([F:14])[C:8]=2[S:7][CH:6]=1.C1COCC1.[OH-].[Na+].Cl, predict the reaction product. The product is: [Cl:27][C:10]1[C:9]2[C:5]([CH2:4][C:3]([OH:28])=[O:2])=[CH:6][S:7][C:8]=2[C:13]([F:14])=[C:12]([O:15][CH2:16][C:17]2[N:21]([CH3:22])[N:20]=[C:19]([C:23]([F:25])([F:26])[F:24])[CH:18]=2)[CH:11]=1. (4) The product is: [CH2:4]([O:11][C:12]1[CH:17]=[CH:16][C:15]([CH:18]([N:21]2[CH2:24][CH:23]([C:25]([OH:27])=[O:26])[CH2:22]2)[CH3:19])=[CH:14][CH:13]=1)[C:5]1[CH:10]=[CH:9][CH:8]=[CH:7][CH:6]=1. Given the reactants C([BH3-])#N.[CH2:4]([O:11][C:12]1[CH:17]=[CH:16][C:15]([C:18](=O)[CH3:19])=[CH:14][CH:13]=1)[C:5]1[CH:10]=[CH:9][CH:8]=[CH:7][CH:6]=1.[NH:21]1[CH2:24][CH:23]([C:25]([OH:27])=[O:26])[CH2:22]1, predict the reaction product. (5) Given the reactants Br[C:2]1[CH:3]=[CH:4][CH:5]=[C:6]2[C:10]=1[N:9]([CH2:11][C:12]1[CH:17]=[CH:16][C:15]([C:18]([F:21])([F:20])[F:19])=[CH:14][CH:13]=1)[C:8](=[O:22])[CH2:7]2.C(Cl)Cl.CCN(CC)CC.CC[O:35][C:36](C)=[O:37], predict the reaction product. The product is: [O:22]=[C:8]1[CH2:7][C:6]2[C:10](=[C:2]([C:36]([OH:37])=[O:35])[CH:3]=[CH:4][CH:5]=2)[N:9]1[CH2:11][C:12]1[CH:17]=[CH:16][C:15]([C:18]([F:21])([F:20])[F:19])=[CH:14][CH:13]=1. (6) Given the reactants [Cl:1][C:2]1[C:3]([F:28])=[C:4]([CH:8]2[C:12]([C:15]3[CH:20]=[CH:19][C:18]([Cl:21])=[CH:17][C:16]=3[F:22])([C:13]#[N:14])[CH:11]([CH2:23][C:24]([CH3:27])([CH3:26])[CH3:25])[CH2:10][NH:9]2)[CH:5]=[CH:6][CH:7]=1.[CH3:29][O:30][C:31](=[O:48])[C:32]1[CH:37]=[CH:36][C:35]([CH2:38][NH:39][C:40](N2C=CN=C2)=[O:41])=[CH:34][C:33]=1[F:47], predict the reaction product. The product is: [CH3:29][O:30][C:31](=[O:48])[C:32]1[CH:37]=[CH:36][C:35]([CH2:38][NH:39][C:40]([N:9]2[CH2:10][C@@H:11]([CH2:23][C:24]([CH3:25])([CH3:27])[CH3:26])[C@@:12]([C:15]3[CH:20]=[CH:19][C:18]([Cl:21])=[CH:17][C:16]=3[F:22])([C:13]#[N:14])[C@H:8]2[C:4]2[CH:5]=[CH:6][CH:7]=[C:2]([Cl:1])[C:3]=2[F:28])=[O:41])=[CH:34][C:33]=1[F:47]. (7) Given the reactants [C:1](OC)(OC)([O:4][CH3:5])[O:2][CH3:3].[CH3:10][C:11](C)(CO)[CH2:12]O.B(F)(F)F.CCOCC.[CH3:26][C:27](=[CH:29][CH2:30][CH2:31]/[C:32](=[CH:34]/C=O)/[CH3:33])[CH3:28].C(=O)=O.C(N(CC)CC)C.C([O-])(O)=O.[Na+], predict the reaction product. The product is: [CH3:33]/[C:32](/[CH2:31][CH2:30][CH:29]=[C:27]([CH3:26])[CH3:28])=[CH:34]\[CH:1]1[O:4][CH2:5][C:11]([CH3:12])([CH3:10])[CH2:3][O:2]1.